Dataset: Full USPTO retrosynthesis dataset with 1.9M reactions from patents (1976-2016). Task: Predict the reactants needed to synthesize the given product. The reactants are: Cl[C:2]1[C:11]2[N:10]=[C:9]([CH3:12])[CH:8]=[CH:7][C:6]=2[C:5](B(O)O)=[CH:4][N:3]=1.Br[C:17]1[S:18][CH:19]=[CH:20][N:21]=1.[NH2:22][C:23]1[S:24][CH:25]=[C:26]([CH3:28])[N:27]=1. Given the product [CH3:28][C:26]1[N:27]=[C:23]([NH:22][C:2]2[N:3]=[CH:4][C:5]([C:17]3[S:18][CH:19]=[CH:20][N:21]=3)=[C:6]3[C:11]=2[N:10]=[C:9]([CH3:12])[CH:8]=[CH:7]3)[S:24][CH:25]=1, predict the reactants needed to synthesize it.